Dataset: Forward reaction prediction with 1.9M reactions from USPTO patents (1976-2016). Task: Predict the product of the given reaction. (1) Given the reactants [Cl-].[CH3:2][O:3][C:4]1[CH:5]=[C:6]([CH:9]=[CH:10][C:11]=1[O:12][CH3:13])[CH2:7][Zn+].[NH2:14][C:15]([NH:17][C:18]1[C:19]([C:30]([NH2:32])=[O:31])=[N:20][N:21]([C:23]2[CH:28]=[CH:27][CH:26]=[C:25](Br)[CH:24]=2)[CH:22]=1)=[O:16].C1(P(C2C=CC=CC=2)C2C=CC=CC=2)C=CC=CC=1, predict the reaction product. The product is: [NH2:14][C:15]([NH:17][C:18]1[C:19]([C:30]([NH2:32])=[O:31])=[N:20][N:21]([C:23]2[CH:28]=[CH:27][CH:26]=[C:25]([CH2:7][C:6]3[CH:9]=[CH:10][C:11]([O:12][CH3:13])=[C:4]([O:3][CH3:2])[CH:5]=3)[CH:24]=2)[CH:22]=1)=[O:16]. (2) Given the reactants [Br:1]N1C(=O)CCC1=O.[CH2:9]([C:11]1[CH:12]=[CH:13][C:14]([C:17]([F:20])([F:19])[F:18])=[N:15][CH:16]=1)[CH3:10].CCCCCC.CCOC(C)=O, predict the reaction product. The product is: [Br:1][CH:9]([C:11]1[CH:12]=[CH:13][C:14]([C:17]([F:20])([F:18])[F:19])=[N:15][CH:16]=1)[CH3:10]. (3) Given the reactants [CH3:1][O:2][C:3]1[CH:8]=[CH:7][C:6]([CH2:9][C:10]([O:12][CH3:13])=[O:11])=[CH:5][CH:4]=1.CO[CH:16](OC)[N:17]([CH3:19])[CH3:18], predict the reaction product. The product is: [CH3:16][N:17]([CH3:19])[CH:18]=[C:9]([C:6]1[CH:5]=[CH:4][C:3]([O:2][CH3:1])=[CH:8][CH:7]=1)[C:10]([O:12][CH3:13])=[O:11]. (4) Given the reactants [NH2:1][C@@H:2]1[C@H:11]([CH2:12][C:13]2[CH:18]=[CH:17][CH:16]=[CH:15][CH:14]=2)[C:10]2[CH:9]=[C:8]([OH:19])[CH:7]=[CH:6][C:5]=2[CH2:4][CH2:3]1.Br[CH2:21][CH2:22][CH2:23]Br.C(NC(C)C)(C)C, predict the reaction product. The product is: [N:1]1([C@@H:2]2[C@H:11]([CH2:12][C:13]3[CH:14]=[CH:15][CH:16]=[CH:17][CH:18]=3)[C:10]3[CH:9]=[C:8]([OH:19])[CH:7]=[CH:6][C:5]=3[CH2:4][CH2:3]2)[CH2:23][CH2:22][CH2:21]1.